Dataset: Catalyst prediction with 721,799 reactions and 888 catalyst types from USPTO. Task: Predict which catalyst facilitates the given reaction. (1) Reactant: [Cl:1][C:2]1[CH:7]=[C:6]([Cl:8])[CH:5]=[C:4]([Cl:9])[C:3]=1[N:10]1[C:14]2=[N:15][C:16]([CH2:20][C:21]3[CH:26]=[CH:25][CH:24]=[C:23]([NH2:27])[C:22]=3[CH3:28])=[N:17][C:18](=[O:19])[C:13]2=[C:12]([CH:29]([CH3:31])[CH3:30])[NH:11]1.C(N(CC)CC)C.[Cl:39][CH2:40][C:41](Cl)=[O:42]. Product: [Cl:1][C:2]1[CH:7]=[C:6]([Cl:8])[CH:5]=[C:4]([Cl:9])[C:3]=1[N:10]1[C:14]2=[N:15][C:16]([CH2:20][C:21]3[CH:26]=[CH:25][CH:24]=[C:23]([NH:27][C:41](=[O:42])[CH2:40][Cl:39])[C:22]=3[CH3:28])=[N:17][C:18](=[O:19])[C:13]2=[C:12]([CH:29]([CH3:31])[CH3:30])[NH:11]1. The catalyst class is: 1. (2) Reactant: [C:1]([O:5][C:6]([N:8]([CH2:19][C:20]1[CH:25]=[CH:24][CH:23]=[CH:22][CH:21]=1)[C@H:9]([CH2:17][OH:18])[CH2:10][C:11]1[CH:16]=[CH:15][CH:14]=[CH:13][CH:12]=1)=[O:7])([CH3:4])([CH3:3])[CH3:2].C(N(CC)CC)C.O. Product: [C:1]([O:5][C:6]([N:8]([CH2:19][C:20]1[CH:21]=[CH:22][CH:23]=[CH:24][CH:25]=1)[C@H:9]([CH:17]=[O:18])[CH2:10][C:11]1[CH:12]=[CH:13][CH:14]=[CH:15][CH:16]=1)=[O:7])([CH3:4])([CH3:2])[CH3:3]. The catalyst class is: 16. (3) Reactant: [CH2:1]([O:3][C:4]1[C:8]([CH2:9][CH2:10][CH2:11][OH:12])=[CH:7][N:6]([C:13]2[CH:18]=[CH:17][C:16]([C:19]([F:22])([F:21])[F:20])=[CH:15][N:14]=2)[N:5]=1)[CH3:2].O[C:24]1[CH:25]=[C:26]([CH2:32][C:33]([O:35]C)=[O:34])[CH:27]=[C:28]([O:30][CH3:31])[CH:29]=1.C(P(CCCC)CCCC)CCC.N(C(N1CCCCC1)=O)=NC(N1CCCCC1)=O. Product: [CH2:1]([O:3][C:4]1[C:8]([CH2:9][CH2:10][CH2:11][O:12][C:24]2[CH:29]=[C:28]([O:30][CH3:31])[CH:27]=[C:26]([CH2:32][C:33]([OH:35])=[O:34])[CH:25]=2)=[CH:7][N:6]([C:13]2[CH:18]=[CH:17][C:16]([C:19]([F:21])([F:20])[F:22])=[CH:15][N:14]=2)[N:5]=1)[CH3:2]. The catalyst class is: 7.